This data is from Catalyst prediction with 721,799 reactions and 888 catalyst types from USPTO. The task is: Predict which catalyst facilitates the given reaction. (1) Reactant: [CH:1]1[C:6]2[CH2:7][NH:8][CH2:9][CH2:10][S:11][C:5]=2[CH:4]=[CH:3][C:2]=1[NH2:12].[CH2:13](N(C(C)C)C(C)C)[CH3:14].BrCC. Product: [CH2:13]([N:8]1[CH2:7][C:6]2[CH:1]=[C:2]([NH2:12])[CH:3]=[CH:4][C:5]=2[S:11][CH2:10][CH2:9]1)[CH3:14]. The catalyst class is: 2. (2) Product: [CH:12]1([CH2:15][NH:16][C:32](=[O:33])[C:31]([O:30][CH3:29])=[C:35]2[CH2:40][CH2:39][N:38]([S:41]([C:44]3[CH:45]=[CH:46][C:47]([O:50][C:51]([F:54])([F:52])[F:53])=[CH:48][CH:49]=3)(=[O:43])=[O:42])[CH2:37][CH2:36]2)[CH2:14][CH2:13]1. Reactant: O.ON1C2C=CC=CC=2N=N1.[CH:12]1([CH2:15][NH2:16])[CH2:14][CH2:13]1.Cl.CN(C)CCCN=C=NCC.[CH3:29][O:30][C:31](=[C:35]1[CH2:40][CH2:39][N:38]([S:41]([C:44]2[CH:49]=[CH:48][C:47]([O:50][C:51]([F:54])([F:53])[F:52])=[CH:46][CH:45]=2)(=[O:43])=[O:42])[CH2:37][CH2:36]1)[C:32](O)=[O:33]. The catalyst class is: 241. (3) Reactant: C(O[N:9]1[CH:14]=[CH:13][CH:12]=[CH:11][C:10]1=[O:15])C1C=CC=CC=1.Br[C:17]1[CH:18]=[CH:19][C:20]2[C:21]3[CH:33]4[N:29]([CH2:30][CH2:31][CH2:32]4)[CH2:28][CH2:27][C:22]=3[N:23]([CH3:26])[C:24]=2[CH:25]=1.BrC1C=C2C([C:39]3[CH2:51][CH2:50][N:49]4[CH:45]([CH2:46]CC4)[C:40]=3N2C)=CC=1.[ClH:52].[CH3:53][OH:54]. Product: [ClH:52].[ClH:52].[CH3:26][N:23]1[C:24]2[CH:25]=[C:17]([N:9]3[CH:14]=[CH:13][C:12]([O:54][CH2:53][C:51]4[CH:50]=[N:49][C:45]([CH3:46])=[CH:40][CH:39]=4)=[CH:11][C:10]3=[O:15])[CH:18]=[CH:19][C:20]=2[C:21]2[CH:33]3[N:29]([CH2:28][CH2:27][C:22]1=2)[CH2:30][CH2:31][CH2:32]3. The catalyst class is: 28. (4) Reactant: [F:1][C:2]([F:7])([F:6])[C:3]([OH:5])=[O:4].[F:8][C:9]([F:14])([F:13])[C:10]([OH:12])=[O:11].[F:15][C:16]([F:21])([F:20])[C:17]([OH:19])=[O:18].[Cl:22][C:23]1[CH:24]=[N:25][C:26]2[NH:27][C:28]3[CH:29]=[N:30][CH:31]=[C:32]([CH:54]=3)[CH2:33][CH2:34][C:35]3[CH:43]=[C:39]([NH:40][C:41]=1[N:42]=2)[CH:38]=[CH:37][C:36]=3[NH:44][C:45](=[O:53])[CH2:46][CH:47]1[CH2:52][CH2:51][NH:50][CH2:49][CH2:48]1.Cl[C:56]1[S:57][C:58]2[CH:64]=[CH:63][CH:62]=[CH:61][C:59]=2[N:60]=1. Product: [F:1][C:2]([F:7])([F:6])[C:3]([OH:5])=[O:4].[F:8][C:9]([F:14])([F:13])[C:10]([OH:12])=[O:11].[F:15][C:16]([F:21])([F:20])[C:17]([OH:19])=[O:18].[S:57]1[C:58]2[CH:64]=[CH:63][CH:62]=[CH:61][C:59]=2[N:60]=[C:56]1[N:50]1[CH2:51][CH2:52][CH:47]([CH2:46][C:45]([NH:44][C:36]2[CH:37]=[CH:38][C:39]3[NH:40][C:41]4[N:42]=[C:26]([NH:27][C:28]5[CH:29]=[N:30][CH:31]=[C:32]([CH:54]=5)[CH2:33][CH2:34][C:35]=2[CH:43]=3)[N:25]=[CH:24][C:23]=4[Cl:22])=[O:53])[CH2:48][CH2:49]1. The catalyst class is: 5. (5) The catalyst class is: 602. Reactant: [C:1]([N:9]1[CH2:22][CH2:21][C:20]2[C:19]3[CH:18]=[CH:17][CH:16]=[C:15](Br)[C:14]=3[NH:13][C:12]=2[CH2:11][CH2:10]1)(=[O:8])[C:2]1[CH:7]=[CH:6][CH:5]=[CH:4][CH:3]=1.C(=O)([O-])[O-].[K+].[K+].[C:30]1(B(O)O)[CH:35]=[CH:34][CH:33]=[CH:32][CH:31]=1.CCOC(C)=O.CCCCCCC. Product: [C:1]([N:9]1[CH2:22][CH2:21][C:20]2[C:19]3[CH:18]=[CH:17][CH:16]=[C:15]([C:30]4[CH:35]=[CH:34][CH:33]=[CH:32][CH:31]=4)[C:14]=3[NH:13][C:12]=2[CH2:11][CH2:10]1)(=[O:8])[C:2]1[CH:7]=[CH:6][CH:5]=[CH:4][CH:3]=1. (6) Reactant: [C:1]1([CH3:13])[CH:6]=[CH:5][CH:4]=[C:3]([C:7](O)([CH2:10][CH3:11])[CH2:8][CH3:9])[CH:2]=1.[C:14]1([CH3:21])[C:19]([OH:20])=[CH:18][CH:17]=[CH:16][CH:15]=1.[Al+3].[Cl-].[Cl-].[Cl-].Cl. Product: [CH2:8]([C:7]([C:16]1[CH:17]=[CH:18][C:19]([OH:20])=[C:14]([CH3:21])[CH:15]=1)([C:3]1[CH:2]=[C:1]([CH3:13])[CH:6]=[CH:5][CH:4]=1)[CH2:10][CH3:11])[CH3:9]. The catalyst class is: 390. (7) Reactant: [OH:1][CH2:2][CH2:3][N:4]([CH2:20][CH2:21][I:22])[C:5]1[C:13]([N+:14]([O-:16])=[O:15])=[CH:12][C:11]([N+:17]([O-:19])=[O:18])=[CH:10][C:6]=1[C:7]([NH2:9])=[O:8].CCN(CC)CC.[CH3:30][S:31](Cl)(=[O:33])=[O:32].C([O-])(O)=O.[Na+]. Product: [CH3:30][S:31]([O:1][CH2:2][CH2:3][N:4]([CH2:20][CH2:21][I:22])[C:5]1[C:13]([N+:14]([O-:16])=[O:15])=[CH:12][C:11]([N+:17]([O-:19])=[O:18])=[CH:10][C:6]=1[C:7]([NH2:9])=[O:8])(=[O:33])=[O:32]. The catalyst class is: 2.